Predict the product of the given reaction. From a dataset of Forward reaction prediction with 1.9M reactions from USPTO patents (1976-2016). (1) Given the reactants [Cl:1][C:2]1[CH:7]=[CH:6][N:5]=[C:4]([N:8]2[CH:17]=[CH:16][C:15]3[C:10](=[C:11]([F:21])[CH:12]=[C:13]([CH:18]4[CH2:20][CH2:19]4)[CH:14]=3)[C:9]2=[O:22])[C:3]=1[CH2:23][OH:24].N1C=CC=CC=1.[C:31](Cl)(=[O:33])[CH3:32].O, predict the reaction product. The product is: [C:31]([O:24][CH2:23][C:3]1[C:4]([N:8]2[CH:17]=[CH:16][C:15]3[C:10](=[C:11]([F:21])[CH:12]=[C:13]([CH:18]4[CH2:20][CH2:19]4)[CH:14]=3)[C:9]2=[O:22])=[N:5][CH:6]=[CH:7][C:2]=1[Cl:1])(=[O:33])[CH3:32]. (2) Given the reactants [OH:1][CH2:2][CH2:3][CH2:4][CH2:5][NH:6][C:7](=[O:13])[O:8][C:9]([CH3:12])([CH3:11])[CH3:10].[OH:14][C:15]1[CH:23]=[CH:22][CH:21]=[C:20](O)[C:16]=1[C:17]([O-:19])=[O:18].[C:25]1(P(C2C=CC=CC=2)C2C=CC=CC=2)C=CC=CC=1.N(C(OCC)=O)=NC(OCC)=O, predict the reaction product. The product is: [C:9]([O:8][C:7]([NH:6][CH2:5][CH2:4][CH2:3][CH2:2][O:1][C:20]1[CH:21]=[CH:22][CH:23]=[C:15]([OH:14])[C:16]=1[C:17]([O:19][CH3:25])=[O:18])=[O:13])([CH3:10])([CH3:12])[CH3:11]. (3) Given the reactants [C:1]([O:5][C:6]([N:8]1[CH2:13][C:12](=[O:14])[N:11]([C:15]2[CH:20]=[CH:19][C:18]([O:21][CH2:22][CH2:23][CH2:24][O:25][CH2:26][C:27]3[CH:32]=[CH:31][CH:30]=[CH:29][C:28]=3[O:33][CH3:34])=[CH:17][CH:16]=2)[C@@H:10]([CH2:35][OH:36])[CH2:9]1)=[O:7])([CH3:4])([CH3:3])[CH3:2].[H-].[Na+].C1OCCOCCOCCOCCOC1.[CH2:54](Br)[C:55]1[CH:60]=[CH:59][CH:58]=[CH:57][CH:56]=1, predict the reaction product. The product is: [C:1]([O:5][C:6]([N:8]1[CH2:13][C:12](=[O:14])[N:11]([C:15]2[CH:20]=[CH:19][C:18]([O:21][CH2:22][CH2:23][CH2:24][O:25][CH2:26][C:27]3[CH:32]=[CH:31][CH:30]=[CH:29][C:28]=3[O:33][CH3:34])=[CH:17][CH:16]=2)[C@@H:10]([CH2:35][O:36][CH2:54][C:55]2[CH:60]=[CH:59][CH:58]=[CH:57][CH:56]=2)[CH2:9]1)=[O:7])([CH3:2])([CH3:4])[CH3:3]. (4) The product is: [CH3:12][N:9]1[C:10]([CH3:11])=[C:6]([CH2:5][CH:4]=[O:3])[C:7]([CH3:13])=[N:8]1. Given the reactants C([O:3][C:4](=O)[CH2:5][C:6]1[C:7]([CH3:13])=[N:8][N:9]([CH3:12])[C:10]=1[CH3:11])C.[H-].C([Al+]CC(C)C)C(C)C, predict the reaction product.